From a dataset of Full USPTO retrosynthesis dataset with 1.9M reactions from patents (1976-2016). Predict the reactants needed to synthesize the given product. Given the product [C:1]([O:5][C:6](=[O:41])[CH2:7][N:8]([C:9]([O:11][C:12]([CH3:15])([CH3:14])[CH3:13])=[O:10])[C:16]1[CH:21]=[CH:20][CH:19]=[C:18]([CH:22]([CH2:33][C:34]2[CH:39]=[CH:38][C:37]([C:46]3[CH:47]=[CH:48][C:43]([F:42])=[CH:44][CH:45]=3)=[CH:36][CH:35]=2)[NH:23][S:24]([C:27]2[CH:28]=[N:29][CH:30]=[CH:31][CH:32]=2)(=[O:26])=[O:25])[N:17]=1)([CH3:4])([CH3:3])[CH3:2], predict the reactants needed to synthesize it. The reactants are: [C:1]([O:5][C:6](=[O:41])[CH2:7][N:8]([C:16]1[CH:21]=[CH:20][CH:19]=[C:18]([CH:22]([CH2:33][C:34]2[CH:39]=[CH:38][C:37](Br)=[CH:36][CH:35]=2)[NH:23][S:24]([C:27]2[CH:28]=[N:29][CH:30]=[CH:31][CH:32]=2)(=[O:26])=[O:25])[N:17]=1)[C:9]([O:11][C:12]([CH3:15])([CH3:14])[CH3:13])=[O:10])([CH3:4])([CH3:3])[CH3:2].[F:42][C:43]1[CH:48]=[CH:47][C:46](B(O)O)=[CH:45][CH:44]=1.P([O-])([O-])([O-])=O.[K+].[K+].[K+].C1(P(C2CCCCC2)C2CCCCC2)CCCCC1.[Cl-].[Na+].